From a dataset of Full USPTO retrosynthesis dataset with 1.9M reactions from patents (1976-2016). Predict the reactants needed to synthesize the given product. (1) Given the product [F:8][C:6]1[CH:5]=[CH:4][C:3]([S:9][CH2:11][C:12]2[CH:17]=[CH:16][CH:15]=[C:14]([N+:18]([O-:20])=[O:19])[CH:13]=2)=[C:2]([CH:7]=1)[NH2:1], predict the reactants needed to synthesize it. The reactants are: [NH2:1][C:2]1[CH:7]=[C:6]([F:8])[CH:5]=[CH:4][C:3]=1[SH:9].Br[CH2:11][C:12]1[CH:17]=[CH:16][CH:15]=[C:14]([N+:18]([O-:20])=[O:19])[CH:13]=1.C([O-])([O-])=O.[K+].[K+]. (2) Given the product [F:1][C:2]1[CH:3]=[CH:4][C:5]([O:15][CH3:16])=[C:6]([CH2:8][C@@H:9]([OH:26])[C:10]([O:12][CH2:13][CH3:14])=[O:11])[CH:7]=1, predict the reactants needed to synthesize it. The reactants are: [F:1][C:2]1[CH:3]=[CH:4][C:5]([O:15][CH3:16])=[C:6](/[CH:8]=[CH:9]/[C:10]([O:12][CH2:13][CH3:14])=[O:11])[CH:7]=1.C(O)(=[O:26])C=CC1C=CC=CC=1. (3) The reactants are: Cl.N[C@H]([C@H:19]([C:24]1[CH:29]=[C:28]([F:30])[CH:27]=[C:26]([F:31])[CH:25]=1)[C:20]([F:23])([F:22])[F:21])C(N1[C@@H](CC2C=CC=CC=2)COC1=O)=O.FC(F)(F)C(N1CCOCC1)=[O:35].BrC1C=C(F)C=C(F)C=1. Given the product [F:31][C:26]1[CH:25]=[C:24]([C:19](=[O:35])[C:20]([F:23])([F:22])[F:21])[CH:29]=[C:28]([F:30])[CH:27]=1, predict the reactants needed to synthesize it. (4) Given the product [OH:38][C:25]1[C:24](=[O:39])[N:13]([C:14]2[N:15]=[N:16][C:17]([CH3:20])=[CH:18][CH:19]=2)[CH:9]([C:8]2[CH:11]=[CH:12][C:5]([CH2:1][CH:2]([CH3:4])[CH3:3])=[CH:6][CH:7]=2)[C:26]=1[C:27](=[O:28])[C:29]1[CH:30]=[CH:31][C:32]([CH:35]([CH3:36])[CH3:37])=[CH:33][CH:34]=1, predict the reactants needed to synthesize it. The reactants are: [CH2:1]([C:5]1[CH:12]=[CH:11][C:8]([CH:9]=O)=[CH:7][CH:6]=1)[CH:2]([CH3:4])[CH3:3].[NH2:13][C:14]1[N:15]=[N:16][C:17]([CH3:20])=[CH:18][CH:19]=1.C(O[C:24](=[O:39])[C:25]([OH:38])=[CH:26][C:27]([C:29]1[CH:34]=[CH:33][C:32]([CH:35]([CH3:37])[CH3:36])=[CH:31][CH:30]=1)=[O:28])C.